This data is from Catalyst prediction with 721,799 reactions and 888 catalyst types from USPTO. The task is: Predict which catalyst facilitates the given reaction. (1) Reactant: [NH:1]1[C:9]2[C:4](=[CH:5][CH:6]=[CH:7][CH:8]=2)[C:3]([CH2:10][C@@H:11]([NH:24][C:25](=O)OC(C)(C)C)[C:12]2[NH:13][CH:14]=[C:15]([C:17]3[CH:22]=[CH:21][C:20]([F:23])=[CH:19][CH:18]=3)[N:16]=2)=[CH:2]1.C(O)(C(F)(F)F)=O.COC(OC)[CH2:42][N:43]1[CH:47]=[CH:46][CH:45]=[N:44]1. Product: [F:23][C:20]1[CH:19]=[CH:18][C:17]([C:15]2[N:16]=[C:12]([C@H:11]3[CH2:10][C:3]4[C:4]5[C:9](=[CH:8][CH:7]=[CH:6][CH:5]=5)[NH:1][C:2]=4[CH:25]([CH2:42][N:43]4[CH:47]=[CH:46][CH:45]=[N:44]4)[NH:24]3)[NH:13][CH:14]=2)=[CH:22][CH:21]=1. The catalyst class is: 91. (2) Reactant: [C:1]([O:5][C:6](=[O:20])[NH:7][C:8]1[CH:13]=[CH:12][C:11]([CH:14]([CH3:16])[CH3:15])=[CH:10][C:9]=1[N+:17]([O-])=O)([CH3:4])([CH3:3])[CH3:2]. Product: [C:1]([O:5][C:6](=[O:20])[NH:7][C:8]1[CH:13]=[CH:12][C:11]([CH:14]([CH3:15])[CH3:16])=[CH:10][C:9]=1[NH2:17])([CH3:3])([CH3:2])[CH3:4]. The catalyst class is: 45. (3) Reactant: [OH-].[Na+].C([O:6][C:7]1[CH:31]=[C:30]([CH3:32])[CH:29]=[CH:28][C:8]=1[C:9]([NH:11][C:12]1[CH:21]=[C:20]([C:22]2[CH:27]=[CH:26][CH:25]=[CH:24][CH:23]=2)[CH:19]=[CH:18][C:13]=1[C:14]([O:16]C)=[O:15])=[O:10])(=O)C.Cl. Product: [OH:6][C:7]1[CH:31]=[C:30]([CH3:32])[CH:29]=[CH:28][C:8]=1[C:9]([NH:11][C:12]1[CH:21]=[C:20]([C:22]2[CH:27]=[CH:26][CH:25]=[CH:24][CH:23]=2)[CH:19]=[CH:18][C:13]=1[C:14]([OH:16])=[O:15])=[O:10]. The catalyst class is: 12. (4) Reactant: [OH:1][C:2]1[CH:7]=[CH:6][CH:5]=[C:4]([CH3:8])[C:3]=1[NH:9][C:10]([C:12]1[CH:16]=[C:15]([CH3:17])[S:14][C:13]=1Br)=[O:11].C(=O)([O-])[O-].[K+].[K+]. Product: [CH3:17][C:15]1[S:14][C:13]2[O:1][C:2]3[CH:7]=[CH:6][CH:5]=[C:4]([CH3:8])[C:3]=3[NH:9][C:10](=[O:11])[C:12]=2[CH:16]=1. The catalyst class is: 16. (5) Reactant: [CH3:1][CH2:2][O:3][C:4]([CH:6]1[CH2:12][CH2:11][C:9](=O)[CH2:8][CH2:7]1)=[O:5].Cl.[F:14][C:15]1[CH:20]=[CH:19][C:18]([NH:21]N)=[CH:17][CH:16]=1. Product: [CH2:2]([O:3][C:4]([CH:6]1[CH2:12][C:11]2[C:19]3[C:18](=[CH:17][CH:16]=[C:15]([F:14])[CH:20]=3)[NH:21][C:9]=2[CH2:8][CH2:7]1)=[O:5])[CH3:1]. The catalyst class is: 8. (6) Reactant: Cl[SiH](C1C=CC=CC=1)C1C=CC=CC=1.[CH2:15]([N:22]1[CH2:36][CH:25]2[C:26]3[CH:27]=[C:28]([O:34][CH3:35])[CH:29]=[CH:30][C:31]=3[CH:32](O)[CH:24]2[CH2:23]1)[C:16]1[CH:21]=[CH:20][CH:19]=[CH:18][CH:17]=1. Product: [CH2:15]([N:22]1[CH2:23][CH:24]2[CH2:32][C:31]3[CH:30]=[CH:29][C:28]([O:34][CH3:35])=[CH:27][C:26]=3[CH:25]2[CH2:36]1)[C:16]1[CH:17]=[CH:18][CH:19]=[CH:20][CH:21]=1. The catalyst class is: 26.